From a dataset of Full USPTO retrosynthesis dataset with 1.9M reactions from patents (1976-2016). Predict the reactants needed to synthesize the given product. Given the product [F:45][CH2:44][CH2:43][N:41]1[C:40](=[O:46])[CH:39]=[CH:38][C:37]([C:16]2[CH:15]=[CH:14][C:13]([C@@H:11]([N:7]3[CH2:6][CH2:5][C@:4]([CH2:3][C:2]([OH:1])([CH3:34])[CH3:35])([C:28]4[CH:33]=[CH:32][CH:31]=[CH:30][CH:29]=4)[O:9][C:8]3=[O:10])[CH3:12])=[CH:18][CH:17]=2)=[CH:42]1, predict the reactants needed to synthesize it. The reactants are: [OH:1][C:2]([CH3:35])([CH3:34])[CH2:3][C@@:4]1([C:28]2[CH:33]=[CH:32][CH:31]=[CH:30][CH:29]=2)[O:9][C:8](=[O:10])[N:7]([C@H:11]([C:13]2[CH:18]=[CH:17][C:16](B3OC(C)(C)C(C)(C)O3)=[CH:15][CH:14]=2)[CH3:12])[CH2:6][CH2:5]1.Br[C:37]1[CH:38]=[CH:39][C:40](=[O:46])[N:41]([CH2:43][CH2:44][F:45])[CH:42]=1.C([O-])([O-])=O.[Cs+].[Cs+].CCOC(C)=O.